From a dataset of Full USPTO retrosynthesis dataset with 1.9M reactions from patents (1976-2016). Predict the reactants needed to synthesize the given product. (1) The reactants are: [C:1]([O:5][C:6]([NH:8][CH:9]([C:15]([O:17][CH3:18])=[O:16])[CH2:10][CH2:11][C:12]([OH:14])=O)=[O:7])([CH3:4])([CH3:3])[CH3:2].[CH3:19][O:20][CH2:21][C@@H:22]1[CH2:26][CH2:25][CH2:24][NH:23]1.O.ON1C2C=CC=CC=2N=N1.C(Cl)CCl. Given the product [CH3:18][O:17][C:15](=[O:16])[CH:9]([NH:8][C:6]([O:5][C:1]([CH3:2])([CH3:3])[CH3:4])=[O:7])[CH2:10][CH2:11][C:12]([N:23]1[CH2:24][CH2:25][CH2:26][C@H:22]1[CH2:21][O:20][CH3:19])=[O:14], predict the reactants needed to synthesize it. (2) Given the product [C:13]([O:12][C@@H:11]1[C@@H:16]([O:17][C:18](=[O:20])[CH3:19])[C@H:21]([O:22][C:23](=[O:25])[CH3:24])[C@@H:26]([CH2:28][O:29][C:30](=[O:32])[CH3:31])[O:27][C@@H:10]1[Br:1])(=[O:15])[CH3:14], predict the reactants needed to synthesize it. The reactants are: [BrH:1].C(O)(=O)C.C(O[C@@H:10]1[O:27][C@H:26]([CH2:28][O:29][C:30](=[O:32])[CH3:31])[C@@H:21]([O:22][C:23](=[O:25])[CH3:24])[C@H:16]([O:17][C:18](=[O:20])[CH3:19])[C@H:11]1[O:12][C:13](=[O:15])[CH3:14])(=O)C. (3) Given the product [CH2:32]([O:19][C:18](=[O:20])[C@H:9]([CH2:10][C:11]1[CH:12]=[CH:13][C:14]([I:17])=[CH:15][CH:16]=1)[NH:8][C:1]([O:3][C:4]([CH3:5])([CH3:7])[CH3:6])=[O:2])[C:33]1[CH:38]=[CH:37][CH:36]=[CH:35][CH:34]=1, predict the reactants needed to synthesize it. The reactants are: [C:1]([NH:8][C@H:9]([C:18]([OH:20])=[O:19])[CH2:10][C:11]1[CH:16]=[CH:15][C:14]([I:17])=[CH:13][CH:12]=1)([O:3][C:4]([CH3:7])([CH3:6])[CH3:5])=[O:2].C1CCN2C(=NCCC2)CC1.[CH2:32](Br)[C:33]1[CH:38]=[CH:37][CH:36]=[CH:35][CH:34]=1. (4) Given the product [NH2:1][C:2]1[CH:7]=[CH:6][C:5]([NH:8][C:10](=[S:11])[NH:9][C:12]2[CH:17]=[CH:16][C:15]([S:18]([NH2:21])(=[O:19])=[O:20])=[CH:14][CH:13]=2)=[CH:4][CH:3]=1, predict the reactants needed to synthesize it. The reactants are: [NH2:1][C:2]1[CH:7]=[CH:6][C:5]([NH2:8])=[CH:4][CH:3]=1.[N:9]([C:12]1[CH:17]=[CH:16][C:15]([S:18]([NH2:21])(=[O:20])=[O:19])=[CH:14][CH:13]=1)=[C:10]=[S:11]. (5) Given the product [NH:8]1[CH2:9][CH2:10][CH:11]([CH2:14][NH:15][C:30](=[O:31])[C:29]2[CH:33]=[C:34]([C:36]([F:37])([F:38])[F:39])[CH:35]=[C:27]([C:26]([F:25])([F:40])[F:41])[CH:28]=2)[CH2:12][CH2:13]1, predict the reactants needed to synthesize it. The reactants are: C([N:8]1[CH2:13][CH2:12][CH:11]([CH2:14][NH2:15])[CH2:10][CH2:9]1)(OC(C)(C)C)=O.CCN(C(C)C)C(C)C.[F:25][C:26]([F:41])([F:40])[C:27]1[CH:28]=[C:29]([CH:33]=[C:34]([C:36]([F:39])([F:38])[F:37])[CH:35]=1)[C:30](Cl)=[O:31].Cl. (6) Given the product [CH3:1][O:2][C:3]1[CH:4]=[C:5]([CH:21]=[CH:22][C:23]=1[O:24][CH3:25])[CH2:6][CH:7]1[C:16]2[C:11](=[C:12]([O:19][CH3:20])[CH:13]=[CH:14][C:15]=2[O:17][CH3:18])[CH2:10][CH2:9][N:8]1[CH2:27][C:28]([NH:38][CH2:31][C:32]1[CH:37]=[CH:36][CH:35]=[CH:34][CH:33]=1)=[O:29], predict the reactants needed to synthesize it. The reactants are: [CH3:1][O:2][C:3]1[CH:4]=[C:5]([CH:21]=[CH:22][C:23]=1[O:24][CH3:25])[CH2:6][CH:7]1[C:16]2[C:11](=[C:12]([O:19][CH3:20])[CH:13]=[CH:14][C:15]=2[O:17][CH3:18])[CH2:10][CH2:9][NH:8]1.Br[CH2:27][C:28](Br)=[O:29].[CH2:31]([NH2:38])[C:32]1[CH:37]=[CH:36][CH:35]=[CH:34][CH:33]=1. (7) Given the product [F:1][C:2]1[CH:7]=[CH:6][C:5]([C:8]2[N:9]=[C:10]3[N:15]=[CH:14][CH:13]=[CH:12][N:11]3[C:16]=2[C:17]([OH:19])=[O:18])=[CH:4][CH:3]=1, predict the reactants needed to synthesize it. The reactants are: [F:1][C:2]1[CH:7]=[CH:6][C:5]([C:8]2[N:9]=[C:10]3[N:15]=[CH:14][CH:13]=[CH:12][N:11]3[C:16]=2[C:17]([O:19]CC)=[O:18])=[CH:4][CH:3]=1.[OH-].[Na+]. (8) Given the product [CH:11]([O:14][C:15]([N:17]1[CH2:22][CH2:21][CH:20]([CH2:23][CH2:24][CH2:25][NH:5][C:4]2[CH:6]=[CH:7][C:8]([S:9][CH3:10])=[C:2]([F:1])[CH:3]=2)[CH2:19][CH2:18]1)=[O:16])([CH3:13])[CH3:12], predict the reactants needed to synthesize it. The reactants are: [F:1][C:2]1[CH:3]=[C:4]([CH:6]=[CH:7][C:8]=1[S:9][CH3:10])[NH2:5].[CH:11]([O:14][C:15]([N:17]1[CH2:22][CH2:21][CH:20]([CH2:23][CH2:24][CH2:25]OS(C)(=O)=O)[CH2:19][CH2:18]1)=[O:16])([CH3:13])[CH3:12]. (9) The reactants are: [Cl:1][C:2]1[C:7]([Cl:8])=[CH:6][CH:5]=[CH:4][C:3]=1[N:9]=[C:10]=[S:11].[Cl:12][C:13]1[CH:18]=[CH:17][C:16]([N:19]2[C:23]([C:24]#[N:25])=[CH:22][C:21]([CH3:26])=[N:20]2)=[CH:15][CH:14]=1. Given the product [Cl:1][C:2]1[C:7]([Cl:8])=[CH:6][CH:5]=[CH:4][C:3]=1[NH:9][C:10]([NH:25][CH2:24][C:23]1[N:19]([C:16]2[CH:17]=[CH:18][C:13]([Cl:12])=[CH:14][CH:15]=2)[N:20]=[C:21]([CH3:26])[CH:22]=1)=[S:11], predict the reactants needed to synthesize it.